From a dataset of Forward reaction prediction with 1.9M reactions from USPTO patents (1976-2016). Predict the product of the given reaction. (1) Given the reactants [F:1][C:2]1[CH:27]=[C:26]([F:28])[CH:25]=[CH:24][C:3]=1[O:4][C:5]1[C:18](=[O:19])[N:17]([CH2:20][C@@H:21]([OH:23])[CH3:22])[C:8]2[N:9]=[C:10](S(C)(=O)=O)[N:11]=[CH:12][C:7]=2[CH:6]=1.[NH2:29][C@H:30]([CH3:33])[CH2:31][OH:32], predict the reaction product. The product is: [F:1][C:2]1[CH:27]=[C:26]([F:28])[CH:25]=[CH:24][C:3]=1[O:4][C:5]1[C:18](=[O:19])[N:17]([CH2:20][C@@H:21]([OH:23])[CH3:22])[C:8]2[N:9]=[C:10]([NH:29][C@H:30]([CH3:33])[CH2:31][OH:32])[N:11]=[CH:12][C:7]=2[CH:6]=1. (2) Given the reactants [CH2:1]([N:8]1[C:16]2[C:11](=[CH:12][CH:13]=[CH:14][CH:15]=2)[C:10]([CH:17]=[N:18][NH:19][C:20](=[S:22])[NH2:21])=[CH:9]1)[C:2]1[CH:7]=[CH:6][CH:5]=[CH:4][CH:3]=1.Br[CH2:24][C:25]([C:27]1[CH:32]=[CH:31][CH:30]=[C:29]([Cl:33])[CH:28]=1)=O.[CH2:34]1COCC1, predict the reaction product. The product is: [CH2:1]([N:8]1[C:16]2[C:11](=[CH:12][CH:13]=[CH:14][CH:15]=2)[C:10]([C:17](=[N:18][NH:19][C:20]2[S:22][CH:24]=[C:25]([C:27]3[CH:32]=[CH:31][CH:30]=[C:29]([Cl:33])[CH:28]=3)[N:21]=2)[CH3:34])=[CH:9]1)[C:2]1[CH:3]=[CH:4][CH:5]=[CH:6][CH:7]=1. (3) Given the reactants [Br:1][C:2]1[CH:20]=[N:19][C:5]2=[N:6][C:7]([N:12]3[CH2:17][CH2:16][N:15]([CH3:18])[CH2:14][CH2:13]3)=[C:8]([NH:10][NH2:11])[N:9]=[C:4]2[CH:3]=1.[CH:21](OC)(OC)OC, predict the reaction product. The product is: [Br:1][C:2]1[CH:20]=[N:19][C:5]2[N:6]=[C:7]([N:12]3[CH2:17][CH2:16][N:15]([CH3:18])[CH2:14][CH2:13]3)[C:8]3[N:9]([CH:21]=[N:11][N:10]=3)[C:4]=2[CH:3]=1. (4) Given the reactants [N:1]1([C:10]([C:12]2[CH:13]=[C:14]3[C:20]([C:21]4[CH:22]=[N:23][N:24]([CH3:26])[CH:25]=4)=[CH:19][NH:18][C:15]3=[N:16][CH:17]=2)=O)[C:9]2[C:4](=[CH:5][CH:6]=[CH:7][CH:8]=2)[CH2:3][CH2:2]1, predict the reaction product. The product is: [N:1]1([CH2:10][C:12]2[CH:13]=[C:14]3[C:20]([C:21]4[CH:22]=[N:23][N:24]([CH3:26])[CH:25]=4)=[CH:19][NH:18][C:15]3=[N:16][CH:17]=2)[C:9]2[C:4](=[CH:5][CH:6]=[CH:7][CH:8]=2)[CH2:3][CH2:2]1. (5) The product is: [CH2:1]([O:8][C:9]1[CH:10]=[C:11]([CH2:17][CH:18]([NH2:25])[CH:19]([CH3:21])[CH3:20])[CH:12]=[CH:13][C:14]=1[O:15][CH3:16])[C:2]1[CH:7]=[CH:6][CH:5]=[CH:4][CH:3]=1. Given the reactants [CH2:1]([O:8][C:9]1[CH:10]=[C:11]([CH2:17][C:18](=O)[CH:19]([CH3:21])[CH3:20])[CH:12]=[CH:13][C:14]=1[O:15][CH3:16])[C:2]1[CH:7]=[CH:6][CH:5]=[CH:4][CH:3]=1.[BH3-]C#[N:25].[Na+], predict the reaction product. (6) Given the reactants [O:1]=[S:2]1(=[O:30])[C:8]2[CH:9]=[C:10]([O:13]C)[CH:11]=[CH:12][C:7]=2[N:6]([C:15]2[CH:20]=[CH:19][C:18]([NH2:21])=[CH:17][CH:16]=2)[CH2:5][C:4]([CH2:26][CH2:27][CH2:28][CH3:29])([CH2:22][CH2:23][CH2:24][CH3:25])[CH2:3]1.C[S-].[Na+].C(O)(=O)C.O, predict the reaction product. The product is: [O:30]=[S:2]1(=[O:1])[C:8]2[CH:9]=[C:10]([OH:13])[CH:11]=[CH:12][C:7]=2[N:6]([C:15]2[CH:20]=[CH:19][C:18]([NH2:21])=[CH:17][CH:16]=2)[CH2:5][C:4]([CH2:26][CH2:27][CH2:28][CH3:29])([CH2:22][CH2:23][CH2:24][CH3:25])[CH2:3]1. (7) Given the reactants [CH3:1][C:2]1[C:6]([CH2:7][C:8]([OH:10])=O)=[C:5]([CH3:11])[O:4][N:3]=1.[CH3:12][NH:13][C@H:14]1[CH2:33][N:18]2[C:19]3[C:24]([C:25]([CH2:26][C:27]([O:29]CCC)=[O:28])=[C:17]2[CH2:16][CH2:15]1)=[CH:23][CH:22]=[CH:21][CH:20]=3, predict the reaction product. The product is: [CH3:1][C:2]1[C:6]([CH2:7][C:8]([N:13]([CH3:12])[C@H:14]2[CH2:33][N:18]3[C:19]4[C:24]([C:25]([CH2:26][C:27]([OH:29])=[O:28])=[C:17]3[CH2:16][CH2:15]2)=[CH:23][CH:22]=[CH:21][CH:20]=4)=[O:10])=[C:5]([CH3:11])[O:4][N:3]=1.